This data is from Catalyst prediction with 721,799 reactions and 888 catalyst types from USPTO. The task is: Predict which catalyst facilitates the given reaction. (1) Reactant: [CH2:1]([O:8][CH2:9][C@@H:10]([C:13]1[CH:18]=[CH:17][C:16]([Br:19])=[CH:15][C:14]=1[CH3:20])[CH2:11][OH:12])[C:2]1[CH:7]=[CH:6][CH:5]=[CH:4][CH:3]=1.C(N(CC)CC)C.[CH3:28][S:29](Cl)(=[O:31])=[O:30]. Product: [CH3:28][S:29]([O:12][CH2:11][C@H:10]([C:13]1[CH:18]=[CH:17][C:16]([Br:19])=[CH:15][C:14]=1[CH3:20])[CH2:9][O:8][CH2:1][C:2]1[CH:3]=[CH:4][CH:5]=[CH:6][CH:7]=1)(=[O:31])=[O:30]. The catalyst class is: 2. (2) Reactant: [CH3:1][NH:2][C@H:3]1[CH2:7][CH2:6][N:5]([C:8]([C:10]2[CH:15]=[CH:14][CH:13]=[CH:12][CH:11]=2)=[O:9])[CH2:4]1.[C:16]([N:23]1[CH2:26][CH2:25][C:24]1=O)([O:18][C:19]([CH3:22])([CH3:21])[CH3:20])=[O:17].[BH-](OC(C)=O)(OC(C)=O)OC(C)=O.[Na+].C([O-])(O)=O.[Na+]. Product: [C:19]([O:18][C:16]([N:23]1[CH2:26][CH:25]([N:2]([C@H:3]2[CH2:7][CH2:6][N:5]([C:8](=[O:9])[C:10]3[CH:15]=[CH:14][CH:13]=[CH:12][CH:11]=3)[CH2:4]2)[CH3:1])[CH2:24]1)=[O:17])([CH3:22])([CH3:21])[CH3:20]. The catalyst class is: 478. (3) Reactant: [O:1]([C:8]1[CH:13]=[CH:12][C:11]([C:14]2[N:18]=[C:17]([C:19]3[CH:28]=[CH:27][C:22]([C:23]([O:25]C)=[O:24])=[CH:21][CH:20]=3)[O:16][N:15]=2)=[CH:10][CH:9]=1)[C:2]1[CH:7]=[CH:6][CH:5]=[CH:4][CH:3]=1.[OH-].[Na+].O1CCCC1.Cl. Product: [O:1]([C:8]1[CH:9]=[CH:10][C:11]([C:14]2[N:18]=[C:17]([C:19]3[CH:28]=[CH:27][C:22]([C:23]([OH:25])=[O:24])=[CH:21][CH:20]=3)[O:16][N:15]=2)=[CH:12][CH:13]=1)[C:2]1[CH:7]=[CH:6][CH:5]=[CH:4][CH:3]=1. The catalyst class is: 5. (4) Reactant: Cl[C:2]1[C:10]2[C:6](=[N:7][O:8][N:9]=2)[C:5]([N+:11]([O-:13])=[O:12])=[CH:4][CH:3]=1.[CH3:14][O-:15].[Na+].[NH4+].[Cl-]. Product: [CH3:14][O:15][C:2]1[C:10]2[C:6](=[N:7][O:8][N:9]=2)[C:5]([N+:11]([O-:13])=[O:12])=[CH:4][CH:3]=1. The catalyst class is: 5.